This data is from Reaction yield outcomes from USPTO patents with 853,638 reactions. The task is: Predict the reaction yield, written as a fraction of the theoretical maximum amount of product (1.0 means a 100% yield; for example, 0.34 means a 34% yield). The reactants are [F:1][C:2]([F:16])([C:9]1[CH:14]=[CH:13][CH:12]=[C:11]([CH3:15])[N:10]=1)[CH2:3]OS(C)(=O)=O.[N-:17]=[N+:18]=[N-:19].[Na+]. The catalyst is CS(C)=O. The product is [N:17]([CH2:3][C:2]([C:9]1[CH:14]=[CH:13][CH:12]=[C:11]([CH3:15])[N:10]=1)([F:16])[F:1])=[N+:18]=[N-:19]. The yield is 0.920.